Dataset: Catalyst prediction with 721,799 reactions and 888 catalyst types from USPTO. Task: Predict which catalyst facilitates the given reaction. (1) Reactant: [C:1]1(C)[CH:6]=CC=C[CH:2]=1.CC(C)=O.[CH2:12]([NH2:19])[C:13]1[CH:18]=[CH:17][CH:16]=[CH:15][CH:14]=1. Product: [C:13]1([CH2:12][N:19]=[C:1]([CH3:6])[CH3:2])[CH:18]=[CH:17][CH:16]=[CH:15][CH:14]=1. The catalyst class is: 6. (2) Reactant: [I:1][C:2]1[CH:12]=[CH:11][CH:10]=[C:4]2[C:5]([O:7][C:8](=O)[C:3]=12)=[O:6].C[Si](C)(C)[NH:15][Si](C)(C)C.CO.O. Product: [I:1][C:2]1[CH:12]=[CH:11][CH:10]=[C:4]2[C:5]([NH:15][C:8](=[O:7])[C:3]=12)=[O:6]. The catalyst class is: 3. (3) Product: [C:22]1([C:20]2[CH:19]=[C:18]([C:28]3[CH:29]=[CH:30][CH:31]=[CH:32][CH:33]=3)[N:17]=[C:16]([O:15][CH2:14][CH2:13][CH2:12][CH2:11][C:10]([CH3:34])([CH3:35])[CH2:9][NH:8][C:7]([CH:2]([NH:1][C:49]([C:50]3[CH:51]=[N:52][CH:53]=[CH:54][CH:55]=3)=[O:56])[CH2:3][C:4]([OH:6])=[O:5])=[O:36])[CH:21]=2)[CH:27]=[CH:26][CH:25]=[CH:24][CH:23]=1. Reactant: [NH2:1][CH:2]([C:7](=[O:36])[NH:8][CH2:9][C:10]([CH3:35])([CH3:34])[CH2:11][CH2:12][CH2:13][CH2:14][O:15][C:16]1[CH:21]=[C:20]([C:22]2[CH:27]=[CH:26][CH:25]=[CH:24][CH:23]=2)[CH:19]=[C:18]([C:28]2[CH:33]=[CH:32][CH:31]=[CH:30][CH:29]=2)[N:17]=1)[CH2:3][C:4]([OH:6])=[O:5].CN(C)C=O.C(N(CC)CC)C.[C:49](ON1C(=O)CCC1=O)(=[O:56])[C:50]1[CH:55]=[CH:54][CH:53]=[N:52][CH:51]=1. The catalyst class is: 47.